Dataset: Catalyst prediction with 721,799 reactions and 888 catalyst types from USPTO. Task: Predict which catalyst facilitates the given reaction. (1) Reactant: [CH2:1]([O:3][C:4](=[O:12])[CH2:5][N:6]1[CH:10]=[CH:9][C:8]([NH2:11])=[N:7]1)[CH3:2].[Cl:13][C:14]1[CH:22]=[CH:21][C:17]([C:18](O)=[O:19])=[CH:16][CH:15]=1. Product: [CH2:1]([O:3][C:4](=[O:12])[CH2:5][N:6]1[CH:10]=[CH:9][C:8]([NH:11][C:18](=[O:19])[C:17]2[CH:21]=[CH:22][C:14]([Cl:13])=[CH:15][CH:16]=2)=[N:7]1)[CH3:2]. The catalyst class is: 1. (2) Reactant: [C:1](O)(C(F)(F)F)=[O:2].[Br:8][C:9]1[CH:42]=[CH:41][C:12]([NH:13][C:14]2[C:23]3[C:18](=[CH:19][C:20]([O:24][CH2:25][CH:26]4[CH2:31][CH2:30][N:29](C(OC(C)(C)C)=O)[CH2:28][CH2:27]4)=[CH:21][CH:22]=3)[N:17]=[C:16](OC)[N:15]=2)=[C:11]([F:43])[CH:10]=1. Product: [Br:8][C:9]1[CH:42]=[CH:41][C:12]([NH:13][C:14]2[C:23]3[C:18](=[CH:19][C:20]([O:24][CH2:25][CH:26]4[CH2:31][CH2:30][NH:29][CH2:28][CH2:27]4)=[C:21]([O:2][CH3:1])[CH:22]=3)[N:17]=[CH:16][N:15]=2)=[C:11]([F:43])[CH:10]=1. The catalyst class is: 2. (3) Reactant: O[CH2:2][C@@H:3]1[CH2:5][C@@H:4]1[CH:6]1[CH2:11][CH2:10][N:9]([C:12]([O:14][C:15]([CH3:18])([CH3:17])[CH3:16])=[O:13])[CH2:8][CH2:7]1.C1C=CC(P(C2C=CC=CC=2)C2C=CC=CC=2)=CC=1.N1C=CN=C1.[I:43]I. Product: [C:15]([O:14][C:12]([N:9]1[CH2:10][CH2:11][CH:6]([C@H:4]2[CH2:5][C@H:3]2[CH2:2][I:43])[CH2:7][CH2:8]1)=[O:13])([CH3:18])([CH3:17])[CH3:16]. The catalyst class is: 1. (4) Reactant: C([O:5][C:6](=[O:32])[CH2:7][CH2:8][C:9]1[C:14]([CH3:15])=[CH:13][C:12]([C:16]2[N:20]=[C:19]([C:21]3[CH:26]=[C:25]([CH3:27])[N:24]=[C:23]([CH2:28][CH3:29])[CH:22]=3)[O:18][N:17]=2)=[CH:11][C:10]=1[CH2:30][CH3:31])(C)(C)C. Product: [CH2:30]([C:10]1[CH:11]=[C:12]([C:16]2[N:20]=[C:19]([C:21]3[CH:26]=[C:25]([CH3:27])[N:24]=[C:23]([CH2:28][CH3:29])[CH:22]=3)[O:18][N:17]=2)[CH:13]=[C:14]([CH3:15])[C:9]=1[CH2:8][CH2:7][C:6]([OH:32])=[O:5])[CH3:31]. The catalyst class is: 33. (5) Product: [Br:1][C:2]1[CH:3]=[CH:4][C:5]([C:8]2[C:9](=[O:17])[NH:10][C:11]3([CH2:16][CH2:15][CH2:14][CH2:13]3)[N:12]=2)=[CH:6][CH:7]=1. The catalyst class is: 2. Reactant: [Br:1][C:2]1[CH:7]=[CH:6][C:5]([CH:8]2[NH:12][C:11]3([CH2:16][CH2:15][CH2:14][CH2:13]3)[NH:10][C:9]2=[O:17])=[CH:4][CH:3]=1.BrN1C(=O)CCC1=O.C(=O)([O-])O.[Na+]. (6) Product: [Cl:1][C:2]1[CH:3]=[CH:4][C:5]([O:17][C:26]2[CH:27]=[C:28]([F:51])[C:29]([S:31](=[O:32])(=[O:33])[N:34]([CH2:40][C:41]3[CH:46]=[CH:45][C:44]([O:47][CH3:48])=[CH:43][C:42]=3[O:49][CH3:50])[C:35]3[S:36][CH:37]=[CH:38][N:39]=3)=[CH:30][C:25]=2[Cl:24])=[C:6]([CH2:8][CH2:9][CH2:10][NH:11][CH2:12][C:13]([O:15][CH3:16])=[O:14])[CH:7]=1. Reactant: [Cl:1][C:2]1[CH:3]=[CH:4][C:5]([OH:17])=[C:6]([CH2:8][CH2:9][CH2:10][NH:11][CH2:12][C:13]([O:15][CH3:16])=[O:14])[CH:7]=1.C([O-])([O-])=O.[K+].[K+].[Cl:24][C:25]1[C:26](F)=[CH:27][C:28]([F:51])=[C:29]([S:31]([N:34]([CH2:40][C:41]2[CH:46]=[CH:45][C:44]([O:47][CH3:48])=[CH:43][C:42]=2[O:49][CH3:50])[C:35]2[S:36][CH:37]=[CH:38][N:39]=2)(=[O:33])=[O:32])[CH:30]=1.O. The catalyst class is: 3.